From a dataset of Catalyst prediction with 721,799 reactions and 888 catalyst types from USPTO. Predict which catalyst facilitates the given reaction. (1) Reactant: [C:1]([C:3]1[CH:4]=[C:5]([NH:13][C:14]([CH:16]2[CH2:25][CH2:24][C:23]3[C:18](=[CH:19][C:20]([O:26][C:27]4[CH:32]=[CH:31][N:30]=[C:29]([C:33]([N:35]5[CH2:39][CH2:38][CH2:37][CH2:36]5)=[O:34])[CH:28]=4)=[CH:21][CH:22]=3)[CH2:17]2)=[O:15])[CH:6]=[C:7]([C:9]([F:12])([F:11])[F:10])[CH:8]=1)#[N:2]. Product: [NH2:2][CH2:1][C:3]1[CH:4]=[C:5]([NH:13][C:14]([CH:16]2[CH2:25][CH2:24][C:23]3[C:18](=[CH:19][C:20]([O:26][C:27]4[CH:32]=[CH:31][N:30]=[C:29]([C:33]([N:35]5[CH2:36][CH2:37][CH2:38][CH2:39]5)=[O:34])[CH:28]=4)=[CH:21][CH:22]=3)[CH2:17]2)=[O:15])[CH:6]=[C:7]([C:9]([F:11])([F:12])[F:10])[CH:8]=1. The catalyst class is: 834. (2) Reactant: Cl[C:2]1[N:7]=[C:6]([C:8]2[CH:9]=[N:10][N:11]([CH3:13])[CH:12]=2)[CH:5]=[C:4]([N:14]2[CH2:18][CH2:17][CH2:16][CH2:15]2)[N:3]=1.[CH3:19][O:20][C:21]([C:23]1([C:27]2[CH:32]=[CH:31][C:30]([NH2:33])=[CH:29][CH:28]=2)[CH2:26][CH2:25][CH2:24]1)=[O:22]. Product: [CH3:19][O:20][C:21]([C:23]1([C:27]2[CH:28]=[CH:29][C:30]([NH:33][C:2]3[N:7]=[C:6]([C:8]4[CH:9]=[N:10][N:11]([CH3:13])[CH:12]=4)[CH:5]=[C:4]([N:14]4[CH2:18][CH2:17][CH2:16][CH2:15]4)[N:3]=3)=[CH:31][CH:32]=2)[CH2:24][CH2:25][CH2:26]1)=[O:22]. The catalyst class is: 51. (3) Reactant: [F:1][C:2]1([F:33])[O:6][C:5]2[CH:7]=[CH:8][C:9]([C:11]3([C:14]([NH:16][C@H:17]4[CH2:22][CH2:21][O:20][C@@H:19]([C:23]5[CH:32]=[CH:31][CH:30]=[CH:29][C:24]=5[C:25]([O:27]C)=[O:26])[CH2:18]4)=[O:15])[CH2:13][CH2:12]3)=[CH:10][C:4]=2[O:3]1.[OH-].[Na+]. The catalyst class is: 8. Product: [F:33][C:2]1([F:1])[O:6][C:5]2[CH:7]=[CH:8][C:9]([C:11]3([C:14]([NH:16][C@H:17]4[CH2:22][CH2:21][O:20][C@@H:19]([C:23]5[CH:32]=[CH:31][CH:30]=[CH:29][C:24]=5[C:25]([OH:27])=[O:26])[CH2:18]4)=[O:15])[CH2:13][CH2:12]3)=[CH:10][C:4]=2[O:3]1. (4) Reactant: [N:1]1[C:2]([CH:10]=O)=[CH:3][N:4]2[CH:9]=[CH:8][CH:7]=[CH:6][C:5]=12.[NH2:12][C@@H:13]1[CH2:18][CH2:17][C@H:16]([N:19]2[C:24](=[O:25])[C:23]3[CH:26]=[C:27]([F:30])[CH:28]=[N:29][C:22]=3[N:21]([C:31]3[CH:32]=[C:33]([C:37]4[CH:42]=[CH:41][C:40]([CH2:43][N:44]([CH3:46])[CH3:45])=[CH:39][CH:38]=4)[CH:34]=[CH:35][CH:36]=3)[C:20]2=[O:47])[CH2:15][CH2:14]1.C(O[BH-](OC(=O)C)OC(=O)C)(=O)C.[Na+]. Product: [CH3:46][N:44]([CH2:43][C:40]1[CH:41]=[CH:42][C:37]([C:33]2[CH:34]=[CH:35][CH:36]=[C:31]([N:21]3[C:22]4[N:29]=[CH:28][C:27]([F:30])=[CH:26][C:23]=4[C:24](=[O:25])[N:19]([C@H:16]4[CH2:17][CH2:18][C@@H:13]([NH:12][CH2:10][C:2]5[N:1]=[C:5]6[CH:6]=[CH:7][CH:8]=[CH:9][N:4]6[CH:3]=5)[CH2:14][CH2:15]4)[C:20]3=[O:47])[CH:32]=2)=[CH:38][CH:39]=1)[CH3:45]. The catalyst class is: 279.